This data is from Catalyst prediction with 721,799 reactions and 888 catalyst types from USPTO. The task is: Predict which catalyst facilitates the given reaction. (1) Reactant: [CH2:1]([O:7][CH2:8][CH2:9][CH2:10][CH2:11][CH2:12][CH2:13][CH2:14][CH2:15][NH2:16])[CH2:2][CH2:3][CH2:4][CH2:5][CH3:6].Cl[C:18]1[C:27]2[C:22](=[CH:23][CH:24]=[CH:25][CH:26]=2)[N:21]=[C:20]([C:28]([F:31])([F:30])[F:29])[CH:19]=1.CC(=O)OCC. Product: [CH2:1]([O:7][CH2:8][CH2:9][CH2:10][CH2:11][CH2:12][CH2:13][CH2:14][CH2:15][NH:16][C:18]1[C:27]2[C:22](=[CH:23][CH:24]=[CH:25][CH:26]=2)[N:21]=[C:20]([C:28]([F:31])([F:29])[F:30])[CH:19]=1)[CH2:2][CH2:3][CH2:4][CH2:5][CH3:6]. The catalyst class is: 37. (2) Reactant: [Cl:1][C:2]1[CH:7]=[CH:6][C:5]([C:8]2[CH:16]=[CH:15][CH:14]=[C:13]3[C:9]=2[CH2:10][C:11](=[O:17])[NH:12]3)=[CH:4][CH:3]=1.[CH3:18][C:19]1[C:23]([C:24]([N:26]2[CH2:31][CH2:30][N:29]([CH3:32])[CH2:28][CH2:27]2)=[O:25])=[CH:22][NH:21][C:20]=1[CH:33]=O. Product: [Cl:1][C:2]1[CH:3]=[CH:4][C:5]([C:8]2[CH:16]=[CH:15][CH:14]=[C:13]3[C:9]=2[C:10](=[CH:33][C:20]2[NH:21][CH:22]=[C:23]([C:24]([N:26]4[CH2:27][CH2:28][N:29]([CH3:32])[CH2:30][CH2:31]4)=[O:25])[C:19]=2[CH3:18])[C:11](=[O:17])[NH:12]3)=[CH:6][CH:7]=1. The catalyst class is: 360.